Dataset: Full USPTO retrosynthesis dataset with 1.9M reactions from patents (1976-2016). Task: Predict the reactants needed to synthesize the given product. (1) Given the product [O:15]1[C:19]2[CH:20]=[CH:21][CH:22]=[CH:23][C:18]=2[CH:17]([NH:24][C:2]2[CH:11]=[CH:10][C:9]3[C:4](=[CH:5][CH:6]=[C:7]([N+:12]([O-:14])=[O:13])[CH:8]=3)[N:3]=2)[CH2:16]1, predict the reactants needed to synthesize it. The reactants are: Cl[C:2]1[CH:11]=[CH:10][C:9]2[C:4](=[CH:5][CH:6]=[C:7]([N+:12]([O-:14])=[O:13])[CH:8]=2)[N:3]=1.[O:15]1[C:19]2[CH:20]=[CH:21][CH:22]=[CH:23][C:18]=2[CH:17]([NH2:24])[CH2:16]1. (2) Given the product [CH3:24][C:22]1[CH:21]=[CH:20][N:19]=[C:18]([C:16]2[N:10]=[C:8]([NH:7][C:2]3[N:3]=[CH:4][CH:5]=[CH:6][N:1]=3)[S:9][C:15]=2[C:14]([O:13][CH2:11][CH3:12])=[O:25])[CH:23]=1, predict the reactants needed to synthesize it. The reactants are: [N:1]1[CH:6]=[CH:5][CH:4]=[N:3][C:2]=1[NH:7][C:8]([NH2:10])=[S:9].[CH2:11]([O:13][C:14](=[O:25])[CH2:15][C:16]([C:18]1[CH:23]=[C:22]([CH3:24])[CH:21]=[CH:20][N:19]=1)=O)[CH3:12]. (3) Given the product [F:22][C:21]1[CH:20]=[C:19]([C:23]([OH:26])([CH3:24])[CH3:25])[CH:18]=[C:17]([F:27])[C:16]=1[C:10]1[S:9][C:8]([NH:7][C:69]2[CH:70]=[CH:71][CH:72]=[C:73]([CH2:75][O:76][CH2:77][C:78]([OH:80])([CH3:79])[CH3:81])[N:74]=2)=[C:12]([C:13]([NH2:15])=[O:14])[CH:11]=1, predict the reactants needed to synthesize it. The reactants are: C(O)(CC)(C)C.[NH2:7][C:8]1[S:9][C:10]([C:16]2[C:21]([F:22])=[CH:20][C:19]([C:23]([OH:26])([CH3:25])[CH3:24])=[CH:18][C:17]=2[F:27])=[CH:11][C:12]=1[C:13]([NH2:15])=[O:14].C1(P(C2CCCCC2)C2C=CC=CC=2C2C(C(C)C)=CC(C(C)C)=CC=2C(C)C)CCCCC1.C(=O)([O-])[O-].[K+].[K+].Br[C:69]1[N:74]=[C:73]([CH2:75][O:76][CH2:77][C:78]([CH3:81])([OH:80])[CH3:79])[CH:72]=[CH:71][CH:70]=1. (4) Given the product [F:1][C:2]1[CH:3]=[CH:4][C:5]([O:10][CH2:11][C:12]2[CH:17]=[CH:16][C:15]([F:18])=[CH:14][CH:13]=2)=[C:6]([C:7](=[O:8])[CH2:20][CH2:19][C:21](=[O:22])[CH3:23])[CH:9]=1, predict the reactants needed to synthesize it. The reactants are: [F:1][C:2]1[CH:3]=[CH:4][C:5]([O:10][CH2:11][C:12]2[CH:17]=[CH:16][C:15]([F:18])=[CH:14][CH:13]=2)=[C:6]([CH:9]=1)[CH:7]=[O:8].[CH:19]([C:21]([CH3:23])=[O:22])=[CH2:20].C(N(CC)CC)C. (5) Given the product [O:32]1[C:33]2[C:38](=[CH:37][CH:36]=[CH:35][CH:34]=2)[C:29]([C:26]2[S:27][CH:28]=[C:24]([CH2:23][O:22][C:20]3[C:6]4[CH:7]=[C:8]([C:10]5[N:11]=[C:12]6[N:16]([CH:17]=5)[N:15]=[C:14]([O:18][CH3:19])[S:13]6)[O:9][C:5]=4[CH:4]=[C:3]([O:2][CH3:1])[CH:21]=3)[N:25]=2)=[CH:30][CH2:31]1, predict the reactants needed to synthesize it. The reactants are: [CH3:1][O:2][C:3]1[CH:21]=[C:20]([O:22][CH2:23][C:24]2[N:25]=[C:26]([C:29]3(O)[C:38]4[C:33](=[CH:34][CH:35]=[CH:36][CH:37]=4)[O:32][CH2:31][CH2:30]3)[S:27][CH:28]=2)[C:6]2[CH:7]=[C:8]([C:10]3[N:11]=[C:12]4[N:16]([CH:17]=3)[N:15]=[C:14]([O:18][CH3:19])[S:13]4)[O:9][C:5]=2[CH:4]=1.CCN(S(F)(F)F)CC. (6) The reactants are: [F:1][C:2]1[CH:7]=[CH:6][C:5]([C:8]2[O:9][C:10]3[CH:20]=[CH:19][C:18]([C:21]4[CH:26]=[C:25]([C:27](=[O:38])[NH:28][C:29]5([C:32]6[CH:37]=[CH:36][CH:35]=[CH:34][CH:33]=6)[CH2:31][CH2:30]5)[CH:24]=[CH:23][C:22]=4[OH:39])=[CH:17][C:11]=3[C:12]=2[C:13]([NH:15][CH3:16])=[O:14])=[CH:4][CH:3]=1.Br[CH2:41][CH2:42][O:43][Si:44]([C:47]([CH3:50])([CH3:49])[CH3:48])([CH3:46])[CH3:45].C1CCN2C(=NCCC2)CC1. Given the product [Si:44]([O:43][CH2:42][CH2:41][O:39][C:22]1[CH:23]=[CH:24][C:25]([C:27](=[O:38])[NH:28][C:29]2([C:32]3[CH:33]=[CH:34][CH:35]=[CH:36][CH:37]=3)[CH2:30][CH2:31]2)=[CH:26][C:21]=1[C:18]1[CH:19]=[CH:20][C:10]2[O:9][C:8]([C:5]3[CH:6]=[CH:7][C:2]([F:1])=[CH:3][CH:4]=3)=[C:12]([C:13]([NH:15][CH3:16])=[O:14])[C:11]=2[CH:17]=1)([C:47]([CH3:50])([CH3:49])[CH3:48])([CH3:46])[CH3:45], predict the reactants needed to synthesize it.